The task is: Predict the product of the given reaction.. This data is from Forward reaction prediction with 1.9M reactions from USPTO patents (1976-2016). (1) Given the reactants C[O:2][C:3]1[CH:4]=[C:5]([CH3:12])[C:6]2[O:10][CH:9]=[CH:8][C:7]=2[CH:11]=1.C([O-])([O-])=O.[K+].[K+].I[Si](C)(C)C, predict the reaction product. The product is: [CH3:12][C:5]1[C:6]2[O:10][CH:9]=[CH:8][C:7]=2[CH:11]=[C:3]([OH:2])[CH:4]=1. (2) Given the reactants [CH2:1]([CH:7]([CH2:17][CH2:18][CH2:19][CH2:20][CH2:21][CH2:22][CH2:23][CH3:24])[CH2:8][C:9]1[S:13][C:12]([C:14](O)=[O:15])=[CH:11][CH:10]=1)[CH2:2][CH2:3][CH2:4][CH2:5][CH3:6].C(Cl)(=O)C([Cl:28])=O, predict the reaction product. The product is: [CH2:1]([CH:7]([CH2:17][CH2:18][CH2:19][CH2:20][CH2:21][CH2:22][CH2:23][CH3:24])[CH2:8][C:9]1[S:13][C:12]([C:14]([Cl:28])=[O:15])=[CH:11][CH:10]=1)[CH2:2][CH2:3][CH2:4][CH2:5][CH3:6].